From a dataset of Reaction yield outcomes from USPTO patents with 853,638 reactions. Predict the reaction yield, written as a fraction of the theoretical maximum amount of product (1.0 means a 100% yield; for example, 0.34 means a 34% yield). (1) The reactants are [CH3:1][O:2][C:3]1[CH:4]=[C:5]([CH:11]([OH:27])[C@@H:12]2[C@:21]3([CH3:22])[C@H:16]([C:17]([CH3:24])([CH3:23])[CH2:18][CH2:19][CH2:20]3)[CH2:15][CH2:14][C@@:13]2([CH3:26])[OH:25])[CH:6]=[C:7]([O:9][CH3:10])[CH:8]=1.C1C=C[NH+]=CC=1.[O-][Cr](Cl)(=O)=O. The catalyst is C(Cl)Cl. The product is [CH3:10][O:9][C:7]1[CH:6]=[C:5]([C:11]([C@@H:12]2[C@:21]3([CH3:22])[C@H:16]([C:17]([CH3:24])([CH3:23])[CH2:18][CH2:19][CH2:20]3)[CH2:15][CH2:14][C@@:13]2([CH3:26])[OH:25])=[O:27])[CH:4]=[C:3]([O:2][CH3:1])[CH:8]=1. The yield is 0.650. (2) The reactants are [CH3:1][C:2]1([C:8]([NH:10][C:11]2[CH:16]=[C:15]([O:17][CH:18]3[CH2:27][CH2:26][C:25]4[CH:24]=[C:23]([C:28]([O:30][CH3:31])=[O:29])[CH:22]=[CH:21][C:20]=4[CH2:19]3)[CH:14]=[CH:13][N:12]=2)=[O:9])[CH2:7][CH2:6][NH:5][CH2:4][CH2:3]1.Cl.[CH3:33][C:34]([CH3:36])=O.C(O[BH-](OC(=O)C)OC(=O)C)(=O)C.[Na+]. The catalyst is C(Cl)Cl.CO.C(Cl)Cl. The product is [CH:34]([N:5]1[CH2:4][CH2:3][C:2]([C:8]([NH:10][C:11]2[CH:16]=[C:15]([O:17][CH:18]3[CH2:27][CH2:26][C:25]4[CH:24]=[C:23]([C:28]([O:30][CH3:31])=[O:29])[CH:22]=[CH:21][C:20]=4[CH2:19]3)[CH:14]=[CH:13][N:12]=2)=[O:9])([CH3:1])[CH2:7][CH2:6]1)([CH3:36])[CH3:33]. The yield is 0.720. (3) The reactants are C(O)(=O)CC(CC(O)=O)(C(O)=O)O.[CH3:14][C:15]1[C:20]([NH:21][C:22]2[N:27]=[CH:26][CH:25]=[CH:24][C:23]=2[C:28]([OH:30])=[O:29])=[CH:19][CH:18]=[CH:17][C:16]=1[C:31]([F:34])([F:33])[F:32].CNC[C@H](O)[C@@H](O)[C@H](O)[C@H](O)CO. No catalyst specified. The product is [CH3:14][C:15]1[C:20]([NH:21][C:22]2[N:27]=[CH:26][CH:25]=[CH:24][C:23]=2[C:28]([OH:30])=[O:29])=[CH:19][CH:18]=[CH:17][C:16]=1[C:31]([F:33])([F:32])[F:34]. The yield is 0.940. (4) The reactants are [CH:1]#[C:2][CH2:3][CH2:4][CH2:5][CH2:6][CH2:7]C.C1(C#C)C=CC=CC=1.[C:17]([C:19]1[CH:24]=[CH:23][N:22]=[CH:21][CH:20]=1)#N. The catalyst is C(#N)C1C=CC=CC=1. The product is [C:17]([C:19]1[CH:24]=[CH:23][N:22]=[CH:21][CH:20]=1)#[C:1][CH2:2][CH2:3][CH2:4][CH2:5][CH2:6][CH3:7]. The yield is 0.800. (5) The reactants are Cl[C:2]1[CH:7]=[C:6]([Cl:8])[N:5]=[N:4][C:3]=1[O:9][C:10]1[C:15]([CH:16]([CH3:18])[CH3:17])=[CH:14][CH:13]=[CH:12][C:11]=1[Cl:19].[Cl:20][C:21]1[N:22]=[N:23][C:24]([O:28][C:29]2[C:34]([CH:35]([CH3:37])[CH3:36])=[CH:33][CH:32]=[CH:31][C:30]=2[Cl:38])=[CH:25][C:26]=1Cl. No catalyst specified. The product is [Cl:8][C:6]1[N:5]=[N:4][C:3]([O:9][C:10]2[C:15]([CH:16]([CH3:18])[CH3:17])=[CH:14][CH:13]=[CH:12][C:11]=2[Cl:19])=[C:2]([O:28][CH3:24])[CH:7]=1.[Cl:20][C:21]1[N:22]=[N:23][C:24]([O:28][C:29]2[C:34]([CH:35]([CH3:37])[CH3:36])=[CH:33][CH:32]=[CH:31][C:30]=2[Cl:38])=[CH:25][C:26]=1[O:9][CH3:3]. The yield is 0.713. (6) The reactants are [CH3:1][O:2][C:3]1[C:11]2[O:10][CH:9]([CH3:12])[CH2:8][C:7]=2[C:6]([CH3:13])=[C:5]([N:14]2[CH2:19][CH2:18][NH:17][CH2:16][CH2:15]2)[C:4]=1[CH3:20].Br[C:22]1[CH:27]=[CH:26][C:25]([O:28][CH3:29])=[C:24]([F:30])[CH:23]=1. No catalyst specified. The product is [F:30][C:24]1[CH:23]=[C:22]([N:17]2[CH2:18][CH2:19][N:14]([C:5]3[C:4]([CH3:20])=[C:3]([O:2][CH3:1])[C:11]4[O:10][CH:9]([CH3:12])[CH2:8][C:7]=4[C:6]=3[CH3:13])[CH2:15][CH2:16]2)[CH:27]=[CH:26][C:25]=1[O:28][CH3:29]. The yield is 0.390.